Dataset: Peptide-MHC class I binding affinity with 185,985 pairs from IEDB/IMGT. Task: Regression. Given a peptide amino acid sequence and an MHC pseudo amino acid sequence, predict their binding affinity value. This is MHC class I binding data. (1) The peptide sequence is IPDGWWWAI. The MHC is HLA-A02:11 with pseudo-sequence HLA-A02:11. The binding affinity (normalized) is 0.605. (2) The peptide sequence is KLLNRVIGY. The MHC is HLA-B15:09 with pseudo-sequence HLA-B15:09. The binding affinity (normalized) is 0.0847. (3) The peptide sequence is YVLDHLIVV. The MHC is HLA-A68:02 with pseudo-sequence HLA-A68:02. The binding affinity (normalized) is 0.343. (4) The peptide sequence is IEAKINVAD. The MHC is HLA-B57:01 with pseudo-sequence HLA-B57:01. The binding affinity (normalized) is 0.0847. (5) The peptide sequence is KRFYQTVGF. The MHC is HLA-B18:01 with pseudo-sequence HLA-B18:01. The binding affinity (normalized) is 0.0847. (6) The peptide sequence is WFREDRSPV. The MHC is HLA-A31:01 with pseudo-sequence HLA-A31:01. The binding affinity (normalized) is 0.0847. (7) The peptide sequence is TLRFKTKAL. The MHC is HLA-A24:03 with pseudo-sequence HLA-A24:03. The binding affinity (normalized) is 0.213.